Dataset: Peptide-MHC class I binding affinity with 185,985 pairs from IEDB/IMGT. Task: Regression. Given a peptide amino acid sequence and an MHC pseudo amino acid sequence, predict their binding affinity value. This is MHC class I binding data. (1) The peptide sequence is TIRYQATGF. The MHC is HLA-A24:02 with pseudo-sequence HLA-A24:02. The binding affinity (normalized) is 0.0792. (2) The peptide sequence is QTIVFIWFI. The MHC is HLA-B08:01 with pseudo-sequence HLA-B08:01. The binding affinity (normalized) is 0.100. (3) The peptide sequence is STRVEMGEA. The MHC is HLA-A30:01 with pseudo-sequence HLA-A30:01. The binding affinity (normalized) is 0.756. (4) The peptide sequence is VYDFYVWM. The MHC is H-2-Kb with pseudo-sequence H-2-Kb. The binding affinity (normalized) is 0.612. (5) The peptide sequence is MLLILCVTQV. The MHC is HLA-A02:01 with pseudo-sequence HLA-A02:01. The binding affinity (normalized) is 0.868.